This data is from Full USPTO retrosynthesis dataset with 1.9M reactions from patents (1976-2016). The task is: Predict the reactants needed to synthesize the given product. (1) Given the product [ClH:1].[Cl:1][C:2]1[C:11]2[NH:10][C:9](=[O:12])[C:8]3[S:13][CH:14]=[CH:15][C:7]=3[C:6]=2[C:5]([C:16]2[CH:21]=[CH:20][C:19]([C@H:22]([NH:24][CH3:25])[CH3:23])=[CH:18][CH:17]=2)=[C:4]([OH:33])[CH:3]=1, predict the reactants needed to synthesize it. The reactants are: [Cl:1][C:2]1[C:11]2[NH:10][C:9](=[O:12])[C:8]3[S:13][CH:14]=[CH:15][C:7]=3[C:6]=2[C:5]([C:16]2[CH:21]=[CH:20][C:19]([C@H:22]([N:24](C)[C:25](=O)OC(C)(C)C)[CH3:23])=[CH:18][CH:17]=2)=[C:4]([O:33]C)[CH:3]=1.B(Br)(Br)Br. (2) Given the product [CH3:1][C:2]1[N:3]=[C:4]([C:32]([OH:34])=[O:33])[S:5][C:6]=1[C:7]1[CH:8]=[CH:9][C:10]2[N:11]([C:13]([C:16](=[O:31])[NH:17][C:18]3[CH:23]=[C:22]([C:24]4[N:28]=[C:27]([CH3:29])[O:26][N:25]=4)[CH:21]=[CH:20][C:19]=3[CH3:30])=[CH:14][N:15]=2)[CH:12]=1, predict the reactants needed to synthesize it. The reactants are: [CH3:1][C:2]1[N:3]=[C:4]([C:32]([O:34]CC)=[O:33])[S:5][C:6]=1[C:7]1[CH:8]=[CH:9][C:10]2[N:11]([C:13]([C:16](=[O:31])[NH:17][C:18]3[CH:23]=[C:22]([C:24]4[N:28]=[C:27]([CH3:29])[O:26][N:25]=4)[CH:21]=[CH:20][C:19]=3[CH3:30])=[CH:14][N:15]=2)[CH:12]=1.[Li+].[OH-].C(O)(=O)CC(CC(O)=O)(C(O)=O)O. (3) Given the product [NH:6]1[C:7]2[C:3](=[C:2]([C:19]3[CH:31]=[CH:30][C:22]4[N:23]=[C:24]([NH:26][C:27](=[O:29])[CH3:28])[S:25][C:21]=4[CH:20]=3)[CH:10]=[CH:9][CH:8]=2)[CH:4]=[N:5]1, predict the reactants needed to synthesize it. The reactants are: Br[C:2]1[CH:10]=[CH:9][CH:8]=[C:7]2[C:3]=1[CH:4]=[N:5][NH:6]2.CC1(C)C(C)(C)OB([C:19]2[CH:31]=[CH:30][C:22]3[N:23]=[C:24]([NH:26][C:27](=[O:29])[CH3:28])[S:25][C:21]=3[CH:20]=2)O1.C(=O)([O-])[O-].[Na+].[Na+]. (4) Given the product [O:19]1[CH2:20][CH2:21][CH:16]([NH:15][C:2]2[CH:7]=[CH:6][C:5]([C:8]([F:11])([F:10])[F:9])=[CH:4][C:3]=2[N+:12]([O-:14])=[O:13])[CH2:17][CH2:18]1, predict the reactants needed to synthesize it. The reactants are: F[C:2]1[CH:7]=[CH:6][C:5]([C:8]([F:11])([F:10])[F:9])=[CH:4][C:3]=1[N+:12]([O-:14])=[O:13].[NH2:15][CH:16]1[CH2:21][CH2:20][O:19][CH2:18][CH2:17]1.